This data is from Full USPTO retrosynthesis dataset with 1.9M reactions from patents (1976-2016). The task is: Predict the reactants needed to synthesize the given product. (1) Given the product [F:37][C:38]1[CH:39]=[C:40]([NH:53][C:54]2[CH:55]=[N:56][CH:57]=[CH:58][C:59]=2[C:60]2[CH:61]=[C:62]3[C:67](=[CH:68][CH:69]=2)[CH:66]=[C:65]([OH:70])[CH:64]=[CH:63]3)[CH:41]=[CH:42][C:43]=1[O:44][CH2:45][CH2:46][N:47]1[CH2:48][CH2:49][CH2:50][CH2:51][CH2:52]1, predict the reactants needed to synthesize it. The reactants are: COC1C=C2C(=CC=1)C=C(C1C=CN=CC=1N)C=C2.BrC1C=CC(OCCN2CCCCC2)=C(F)C=1.[F:37][C:38]1[CH:39]=[C:40]([NH:53][C:54]2[CH:55]=[N:56][CH:57]=[CH:58][C:59]=2[C:60]2[CH:69]=[CH:68][C:67]3[C:62](=[CH:63][CH:64]=[C:65]([O:70]C)[CH:66]=3)[CH:61]=2)[CH:41]=[CH:42][C:43]=1[O:44][CH2:45][CH2:46][N:47]1[CH2:52][CH2:51][CH2:50][CH2:49][CH2:48]1. (2) Given the product [C:31]([NH:35][C:11](=[O:13])[C:9]1[CH:8]=[C:7]([C:14]2[N:15]([CH2:24][CH:25]3[CH2:30][CH2:29][CH2:28][CH2:27][CH2:26]3)[C:16]([CH3:23])=[C:17]([S:19](=[O:21])(=[O:22])[NH2:20])[CH:18]=2)[CH:6]=[C:5]([C:1]([CH3:4])([CH3:3])[CH3:2])[N:10]=1)([CH3:34])([CH3:33])[CH3:32], predict the reactants needed to synthesize it. The reactants are: [C:1]([C:5]1[N:10]=[C:9]([C:11]([OH:13])=O)[CH:8]=[C:7]([C:14]2[N:15]([CH2:24][CH:25]3[CH2:30][CH2:29][CH2:28][CH2:27][CH2:26]3)[C:16]([CH3:23])=[C:17]([S:19](=[O:22])(=[O:21])[NH2:20])[CH:18]=2)[CH:6]=1)([CH3:4])([CH3:3])[CH3:2].[C:31]([NH2:35])([CH3:34])([CH3:33])[CH3:32].CN(C(ON1N=NC2C=CC=NC1=2)=[N+](C)C)C.F[P-](F)(F)(F)(F)F.CCN(C(C)C)C(C)C. (3) Given the product [CH3:1][C:2]1[N:3]=[CH:4][C:5]([C:6]([NH:18][C:17]2[CH:19]=[CH:20][C:14]([O:13][CH2:11][CH3:12])=[CH:15][C:16]=2[N+:21]([O-:23])=[O:22])=[O:8])=[CH:9][CH:10]=1, predict the reactants needed to synthesize it. The reactants are: [CH3:1][C:2]1[CH:10]=[CH:9][C:5]([C:6]([OH:8])=O)=[CH:4][N:3]=1.[CH2:11]([O:13][C:14]1[CH:20]=[CH:19][C:17]([NH2:18])=[C:16]([N+:21]([O-:23])=[O:22])[CH:15]=1)[CH3:12]. (4) Given the product [Cl:1][C:2]1[CH:39]=[CH:38][C:5]([CH2:6][N:7]2[C:15]([C:16]3[CH:33]=[CH:32][C:19]([O:20][C:21]4[CH:30]=[CH:29][CH:28]=[C:27]5[C:22]=4[CH2:23][CH2:24][CH2:25][CH:26]5[OH:31])=[CH:18][CH:17]=3)=[C:14]3[C:9]([C:10]([C:34]([F:36])([F:37])[F:35])=[CH:11][CH:12]=[CH:13]3)=[N:8]2)=[C:4]([F:40])[CH:3]=1, predict the reactants needed to synthesize it. The reactants are: [Cl:1][C:2]1[CH:39]=[CH:38][C:5]([CH2:6][N:7]2[C:15]([C:16]3[CH:33]=[CH:32][C:19]([O:20][C:21]4[CH:30]=[CH:29][CH:28]=[C:27]5[C:22]=4[CH2:23][CH2:24][CH2:25][C:26]5=[O:31])=[CH:18][CH:17]=3)=[C:14]3[C:9]([C:10]([C:34]([F:37])([F:36])[F:35])=[CH:11][CH:12]=[CH:13]3)=[N:8]2)=[C:4]([F:40])[CH:3]=1.[BH4-].[Na+]. (5) Given the product [Br:1][C:2]1[CH:3]=[C:4]([C:9]([F:10])([F:11])[F:12])[C:5]([O:8][CH:14]([CH3:16])[CH3:15])=[N:6][CH:7]=1, predict the reactants needed to synthesize it. The reactants are: [Br:1][C:2]1[CH:3]=[C:4]([C:9]([F:12])([F:11])[F:10])[C:5](=[O:8])[NH:6][CH:7]=1.I[CH:14]([CH3:16])[CH3:15]. (6) Given the product [CH3:14][O:13][C:4]1[CH:5]=[C:6]([C:9]([NH:11][NH:12][C:16]([NH:15][C:22]2[CH:23]=[CH:24][C:19]([Br:18])=[C:20]([Cl:25])[CH:21]=2)=[S:17])=[O:10])[CH:7]=[CH:8][C:3]=1[O:2][CH3:1], predict the reactants needed to synthesize it. The reactants are: [CH3:1][O:2][C:3]1[CH:8]=[CH:7][C:6]([C:9]([NH:11][NH2:12])=[O:10])=[CH:5][C:4]=1[O:13][CH3:14].[N-:15]=[C:16]=[S:17].[Br:18][C:19]1[CH:24]=[CH:23][CH:22]=[CH:21][C:20]=1[Cl:25]. (7) The reactants are: [OH-].[Na+].[NH2:3][C@@H:4]([CH2:8][C:9]([CH3:12])([CH3:11])[CH3:10])[C:5]([OH:7])=[O:6].[CH2:13]([O:20][C:21](Cl)=[O:22])[C:14]1[CH:19]=[CH:18][CH:17]=[CH:16][CH:15]=1. Given the product [CH2:13]([O:20][C:21]([NH:3][C@@H:4]([CH2:8][C:9]([CH3:12])([CH3:11])[CH3:10])[C:5]([OH:7])=[O:6])=[O:22])[C:14]1[CH:19]=[CH:18][CH:17]=[CH:16][CH:15]=1, predict the reactants needed to synthesize it. (8) The reactants are: [Cl-].[NH4+].O.[N+:4]([C:7]1[CH:12]=[CH:11][C:10]([NH:13][CH2:14][CH2:15][NH:16][S:17]([C:20]2[CH:25]=[CH:24][CH:23]=[CH:22][CH:21]=2)(=[O:19])=[O:18])=[CH:9][CH:8]=1)([O-])=O. Given the product [NH2:4][C:7]1[CH:12]=[CH:11][C:10]([NH:13][CH2:14][CH2:15][NH:16][S:17]([C:20]2[CH:21]=[CH:22][CH:23]=[CH:24][CH:25]=2)(=[O:19])=[O:18])=[CH:9][CH:8]=1, predict the reactants needed to synthesize it. (9) Given the product [Cl:1][C:2]1[CH:3]=[C:4]([O:13][CH2:14][C:15]23[CH2:20][CH2:19][C:18]([CH:23]=[O:24])([CH2:21][CH2:22]2)[CH2:17][CH2:16]3)[C:5]2[O:9][C:8]([CH3:10])([CH3:11])[CH2:7][C:6]=2[CH:12]=1, predict the reactants needed to synthesize it. The reactants are: [Cl:1][C:2]1[CH:3]=[C:4]([O:13][CH2:14][C:15]23[CH2:22][CH2:21][C:18]([CH2:23][OH:24])([CH2:19][CH2:20]2)[CH2:17][CH2:16]3)[C:5]2[O:9][C:8]([CH3:11])([CH3:10])[CH2:7][C:6]=2[CH:12]=1.CC(OI1(OC(C)=O)(OC(C)=O)OC(=O)C2C=CC=CC1=2)=O.C([O-])(O)=O.[Na+].[O-]S([O-])(=S)=O.[Na+].[Na+]. (10) Given the product [CH2:33]([N:14]1[CH:15]=[C:16]([CH2:20][C:21]2[CH:26]=[N:25][C:24]([O:27][CH3:28])=[N:23][CH:22]=2)[C:17](=[O:19])[N:18]=[C:13]1[S:12][CH2:11][C:10]1[CH:29]=[CH:30][C:7]([O:6][C:5]2[CH:4]=[CH:3][C:2]([F:1])=[CH:32][CH:31]=2)=[CH:8][CH:9]=1)[CH3:34], predict the reactants needed to synthesize it. The reactants are: [F:1][C:2]1[CH:32]=[CH:31][C:5]([O:6][C:7]2[CH:30]=[CH:29][C:10]([CH2:11][S:12][C:13]3[NH:14][CH:15]=[C:16]([CH2:20][C:21]4[CH:22]=[N:23][C:24]([O:27][CH3:28])=[N:25][CH:26]=4)[C:17](=[O:19])[N:18]=3)=[CH:9][CH:8]=2)=[CH:4][CH:3]=1.[CH3:33][CH2:34]N(C(C)C)C(C)C.C(I)C.